From a dataset of Forward reaction prediction with 1.9M reactions from USPTO patents (1976-2016). Predict the product of the given reaction. (1) Given the reactants [Cl:1][C:2]1[CH:3]=[C:4]([CH:8]=[C:9]([O:13][C:14]([F:17])([F:16])[F:15])[C:10]=1[O:11][CH3:12])[C:5](O)=[O:6].C1(C)C=CC=CC=1.S(Cl)([Cl:27])=O, predict the reaction product. The product is: [Cl:1][C:2]1[CH:3]=[C:4]([CH:8]=[C:9]([O:13][C:14]([F:17])([F:16])[F:15])[C:10]=1[O:11][CH3:12])[C:5]([Cl:27])=[O:6]. (2) Given the reactants [F:1][C:2]1[CH:3]=[C:4]([CH:26]=[CH:27][C:28]=1[CH3:29])[CH2:5][N:6]1[CH2:10][CH2:9][CH:8]([N:11]2[CH2:16][CH2:15][C@H:14]([C:17]3[CH:22]=[CH:21][C:20]([OH:23])=[CH:19][CH:18]=3)[C@@H:13](O)[CH2:12]2)[C:7]1=[O:25].CCN(S(F)(F)[F:36])CC, predict the reaction product. The product is: [F:36][C@@H:13]1[C@@H:14]([C:17]2[CH:22]=[CH:21][C:20]([OH:23])=[CH:19][CH:18]=2)[CH2:15][CH2:16][N:11]([CH:8]2[CH2:9][CH2:10][N:6]([CH2:5][C:4]3[CH:26]=[CH:27][C:28]([CH3:29])=[C:2]([F:1])[CH:3]=3)[C:7]2=[O:25])[CH2:12]1. (3) Given the reactants Br[C:2]1[CH:3]=[C:4]([CH:17]=[CH:18][CH:19]=1)[CH2:5][C:6]1[S:10][C:9]([C:11]([O:13][CH2:14][CH3:15])=[O:12])=[N:8][C:7]=1[CH3:16].[CH3:20][N:21]1[CH2:26][CH2:25][NH:24][CH2:23][CH2:22]1.C([O-])([O-])=O.[Cs+].[Cs+].C1(P(C2CCCCC2)C2C=CC=CC=2C2C(C(C)C)=CC(C(C)C)=CC=2C(C)C)CCCCC1, predict the reaction product. The product is: [CH3:16][C:7]1[N:8]=[C:9]([C:11]([O:13][CH2:14][CH3:15])=[O:12])[S:10][C:6]=1[CH2:5][C:4]1[CH:17]=[CH:18][CH:19]=[C:2]([N:24]2[CH2:25][CH2:26][N:21]([CH3:20])[CH2:22][CH2:23]2)[CH:3]=1. (4) Given the reactants [CH:1]1([N:6]2[CH2:12][C:11]([F:14])([F:13])[C:10](=[O:15])[N:9]([CH3:16])[C:8]3[CH:17]=[N:18][C:19]([NH:21][C:22]4[CH:30]=[CH:29][C:25]([C:26]([OH:28])=O)=[CH:24][C:23]=4[O:31][CH3:32])=[N:20][C:7]2=3)[CH2:5][CH2:4][CH2:3][CH2:2]1.F[P-](F)(F)(F)(F)F.CN(C(N(C)C)=[N+]1C2C(=NC=CC=2)[N+]([O-])=N1)C.C(N(C(C)C)C(C)C)C.[C:66]1([CH:72]([NH2:74])[CH3:73])[CH:71]=[CH:70][CH:69]=[CH:68][CH:67]=1, predict the reaction product. The product is: [CH:1]1([N:6]2[CH2:12][C:11]([F:13])([F:14])[C:10](=[O:15])[N:9]([CH3:16])[C:8]3[CH:17]=[N:18][C:19]([NH:21][C:22]4[CH:30]=[CH:29][C:25]([C:26]([NH:74][CH:72]([C:66]5[CH:71]=[CH:70][CH:69]=[CH:68][CH:67]=5)[CH3:73])=[O:28])=[CH:24][C:23]=4[O:31][CH3:32])=[N:20][C:7]2=3)[CH2:2][CH2:3][CH2:4][CH2:5]1.